Dataset: Full USPTO retrosynthesis dataset with 1.9M reactions from patents (1976-2016). Task: Predict the reactants needed to synthesize the given product. (1) Given the product [ClH:34].[CH3:1][C:2]1([CH3:33])[C:8](=[O:9])[NH:7][C:6]2[N:10]=[CH:11][C:12](/[CH:14]=[CH:15]/[C:16]([N:18]([CH2:20][C:21]3[CH:26]=[CH:25][CH:24]=[C:23]([O:27][CH3:28])[C:22]=3[O:29][CH2:30][CH2:31][CH3:32])[CH3:19])=[O:17])=[CH:13][C:5]=2[CH2:4][NH:3]1, predict the reactants needed to synthesize it. The reactants are: [CH3:1][C:2]1([CH3:33])[C:8](=[O:9])[NH:7][C:6]2[N:10]=[CH:11][C:12](/[CH:14]=[CH:15]/[C:16]([N:18]([CH2:20][C:21]3[CH:26]=[CH:25][CH:24]=[C:23]([O:27][CH3:28])[C:22]=3[O:29][CH2:30][CH2:31][CH3:32])[CH3:19])=[O:17])=[CH:13][C:5]=2[CH2:4][NH:3]1.[ClH:34]. (2) Given the product [CH3:14][C:15]1[CH:16]=[C:17]([N:21]2[CH2:26][CH2:25][N:24]([CH:2]([CH3:27])[CH2:3][CH2:4][N:5]3[C:9]4[CH:10]=[CH:11][CH:12]=[CH:13][C:8]=4[N:7]=[N:6]3)[CH2:23][CH2:22]2)[CH:18]=[CH:19][CH:20]=1, predict the reactants needed to synthesize it. The reactants are: Cl[CH2:2][CH2:3][CH2:4][N:5]1[C:9]2[CH:10]=[CH:11][CH:12]=[CH:13][C:8]=2[N:7]=[N:6]1.[CH3:14][C:15]1[CH:16]=[C:17]([N:21]2[CH2:26][CH2:25][NH:24][CH2:23][CH2:22]2)[CH:18]=[CH:19][CH:20]=1.[CH:27](N(C(C)C)CC)(C)C.[I-].[K+].